Dataset: NCI-60 drug combinations with 297,098 pairs across 59 cell lines. Task: Regression. Given two drug SMILES strings and cell line genomic features, predict the synergy score measuring deviation from expected non-interaction effect. (1) Drug 1: CC1=C(C(=CC=C1)Cl)NC(=O)C2=CN=C(S2)NC3=CC(=NC(=N3)C)N4CCN(CC4)CCO. Drug 2: CC1CCCC2(C(O2)CC(NC(=O)CC(C(C(=O)C(C1O)C)(C)C)O)C(=CC3=CSC(=N3)C)C)C. Cell line: OVCAR-8. Synergy scores: CSS=45.1, Synergy_ZIP=0.905, Synergy_Bliss=-0.297, Synergy_Loewe=-15.3, Synergy_HSA=0.767. (2) Drug 1: COC1=CC(=CC(=C1O)OC)C2C3C(COC3=O)C(C4=CC5=C(C=C24)OCO5)OC6C(C(C7C(O6)COC(O7)C8=CC=CS8)O)O. Drug 2: CCC1=C2CN3C(=CC4=C(C3=O)COC(=O)C4(CC)O)C2=NC5=C1C=C(C=C5)O. Cell line: RXF 393. Synergy scores: CSS=25.0, Synergy_ZIP=-7.67, Synergy_Bliss=-6.84, Synergy_Loewe=-2.41, Synergy_HSA=-0.950. (3) Drug 1: CN(C)N=NC1=C(NC=N1)C(=O)N. Drug 2: C1C(C(OC1N2C=NC3=C(N=C(N=C32)Cl)N)CO)O. Cell line: HCC-2998. Synergy scores: CSS=9.56, Synergy_ZIP=-2.23, Synergy_Bliss=-0.610, Synergy_Loewe=-8.96, Synergy_HSA=-0.814. (4) Drug 1: C1CC(C1)(C(=O)O)C(=O)O.[NH2-].[NH2-].[Pt+2]. Drug 2: CC1=C2C(C(=O)C3(C(CC4C(C3C(C(C2(C)C)(CC1OC(=O)C(C(C5=CC=CC=C5)NC(=O)C6=CC=CC=C6)O)O)OC(=O)C7=CC=CC=C7)(CO4)OC(=O)C)O)C)OC(=O)C. Cell line: SNB-19. Synergy scores: CSS=3.20, Synergy_ZIP=-2.37, Synergy_Bliss=1.26, Synergy_Loewe=-36.6, Synergy_HSA=-3.37. (5) Drug 1: C1=C(C(=O)NC(=O)N1)N(CCCl)CCCl. Drug 2: CCCS(=O)(=O)NC1=C(C(=C(C=C1)F)C(=O)C2=CNC3=C2C=C(C=N3)C4=CC=C(C=C4)Cl)F. Cell line: SF-295. Synergy scores: CSS=32.6, Synergy_ZIP=6.61, Synergy_Bliss=11.6, Synergy_Loewe=8.05, Synergy_HSA=12.0. (6) Drug 1: CCN(CC)CCCC(C)NC1=C2C=C(C=CC2=NC3=C1C=CC(=C3)Cl)OC. Drug 2: CC1CCCC2(C(O2)CC(NC(=O)CC(C(C(=O)C(C1O)C)(C)C)O)C(=CC3=CSC(=N3)C)C)C. Cell line: NCI/ADR-RES. Synergy scores: CSS=28.3, Synergy_ZIP=-7.13, Synergy_Bliss=-7.48, Synergy_Loewe=-6.15, Synergy_HSA=-6.86. (7) Drug 1: C1C(C(OC1N2C=NC3=C(N=C(N=C32)Cl)N)CO)O. Drug 2: CCCCCOC(=O)NC1=NC(=O)N(C=C1F)C2C(C(C(O2)C)O)O. Cell line: HCC-2998. Synergy scores: CSS=27.6, Synergy_ZIP=-3.92, Synergy_Bliss=-0.199, Synergy_Loewe=-28.7, Synergy_HSA=-2.00.